Dataset: Catalyst prediction with 721,799 reactions and 888 catalyst types from USPTO. Task: Predict which catalyst facilitates the given reaction. (1) Reactant: [Br:1][C:2]1[C:7]([CH3:8])=[CH:6][C:5]([OH:9])=[CH:4][C:3]=1[CH3:10].[H-].[Na+].[CH2:13]([O:15][P:16]([CH2:21][CH2:22][CH2:23]Br)(=[O:20])[O:17][CH2:18][CH3:19])[CH3:14]. Product: [CH2:18]([O:17][P:16]([CH2:21][CH2:22][CH2:23][O:9][C:5]1[CH:6]=[C:7]([CH3:8])[C:2]([Br:1])=[C:3]([CH3:10])[CH:4]=1)(=[O:20])[O:15][CH2:13][CH3:14])[CH3:19]. The catalyst class is: 1. (2) Reactant: [CH:1]1[C:6]2=[C:7]3[C:15](=[CH:16][CH:17]=[C:5]2[CH:4]=[CH:3][CH:2]=1)[C:14]1[C:9](=[CH:10][CH:11]=[CH:12][CH:13]=1)[NH:8]3.[H-].[Na+].Br[CH2:21][CH:22]([CH2:27][CH3:28])[CH2:23][CH2:24][CH2:25][CH3:26]. Product: [CH2:27]([CH:22]([CH2:23][CH2:24][CH2:25][CH3:26])[CH2:21][N:8]1[C:7]2[C:15](=[CH:16][CH:17]=[C:5]3[CH:4]=[CH:3][CH:2]=[CH:1][C:6]3=2)[C:14]2[C:9]1=[CH:10][CH:11]=[CH:12][CH:13]=2)[CH3:28]. The catalyst class is: 9. (3) Reactant: C[O:2][C:3]([N:5]1[CH:10]=[C:9]2[C:11](=[O:15])[CH2:12][NH:13][CH:14]=[C:8]2[CH:7]=[CH:6]1)=[O:4].[Li+].[OH-].Cl. Product: [O:15]=[C:11]1[C:9]2[C:8]([CH:7]=[CH:6][N:5]([C:3]([OH:4])=[O:2])[CH:10]=2)=[CH:14][NH:13][CH2:12]1. The catalyst class is: 20. (4) Reactant: [CH2:1]([N:8]1[C:16]2[C:11](=[CH:12][CH:13]=[CH:14][CH:15]=2)[C:10]([C:17](=[O:26])[C:18]([N:20]2[CH2:25][CH2:24][O:23][CH2:22][CH2:21]2)=[O:19])=[CH:9]1)[C:2]1[CH:7]=[CH:6][CH:5]=[CH:4][CH:3]=1.[F:27][C:28]([Si](C)(C)C)([F:30])[F:29].C([O-])(=O)C.[Li+].[F-].C([N+](CCCC)(CCCC)CCCC)CCC. Product: [CH2:1]([N:8]1[C:16]2[C:11](=[CH:12][CH:13]=[CH:14][CH:15]=2)[C:10]([C:17]([OH:26])([C:18]([N:20]2[CH2:21][CH2:22][O:23][CH2:24][CH2:25]2)=[O:19])[C:28]([F:30])([F:29])[F:27])=[CH:9]1)[C:2]1[CH:3]=[CH:4][CH:5]=[CH:6][CH:7]=1. The catalyst class is: 9. (5) Reactant: [NH2:1][C:2]1[CH:7]=[CH:6][C:5]([CH2:8][C:9](O)=[O:10])=[CH:4][C:3]=1[Br:12].C[Si]([CH:17]=[N+:18]=[N-])(C)C.C(OCC)C. Product: [NH2:1][C:2]1[CH:7]=[CH:6][C:5]([CH2:8][C:9]([NH:18][CH3:17])=[O:10])=[CH:4][C:3]=1[Br:12]. The catalyst class is: 138. (6) Reactant: [C:1]([NH:4][C:5]1[S:6][C:7]([C:11]2[CH:12]=[C:13]([S:17](Cl)(=[O:19])=[O:18])[S:14][C:15]=2[Br:16])=[C:8]([CH3:10])[N:9]=1)(=[O:3])[CH3:2].C(N(CC)CC)C.[NH2:28][CH2:29][CH2:30][CH2:31][OH:32]. Product: [Br:16][C:15]1[S:14][C:13]([S:17](=[O:19])(=[O:18])[NH:28][CH2:29][CH2:30][CH2:31][OH:32])=[CH:12][C:11]=1[C:7]1[S:6][C:5]([NH:4][C:1](=[O:3])[CH3:2])=[N:9][C:8]=1[CH3:10]. The catalyst class is: 2.